From a dataset of Forward reaction prediction with 1.9M reactions from USPTO patents (1976-2016). Predict the product of the given reaction. (1) The product is: [F:27][C:2]([F:26])([F:1])[C:3]1[CH:8]=[CH:7][C:6]([C:9]2[N:14]=[CH:13][N:12]=[C:11]([O:15][C:16]3[C:21]4[N:22]=[C:23]([NH:25][C:28](=[O:31])[CH2:29][CH3:30])[S:24][C:20]=4[CH:19]=[CH:18][CH:17]=3)[CH:10]=2)=[CH:5][CH:4]=1. Given the reactants [F:1][C:2]([F:27])([F:26])[C:3]1[CH:8]=[CH:7][C:6]([C:9]2[N:14]=[CH:13][N:12]=[C:11]([O:15][C:16]3[C:21]4[N:22]=[C:23]([NH2:25])[S:24][C:20]=4[CH:19]=[CH:18][CH:17]=3)[CH:10]=2)=[CH:5][CH:4]=1.[C:28](Cl)(=[O:31])[CH2:29][CH3:30].C(N=P1(N(CC)CC)N(C)CCCN1C)(C)(C)C.CCN(P1(N(CC2C=CC=CC=2)CCCN1C)=NC(C)(C)C)CC.C=CC1C=CC=CC=1.C=CC1C=CC(C=C)=CC=1, predict the reaction product. (2) The product is: [F:1][C:2]1[CH:3]=[C:4]([N:18]2[CH2:19][CH2:20][N:21]([C:31]([C:32]3[CH:37]=[CH:36][CH:35]=[CH:34][CH:33]=3)=[O:38])[CH2:22][CH2:23]2)[CH:5]=[CH:6][C:7]=1[O:8][CH2:9][CH2:10][CH2:11][N:12]1[CH2:13][CH2:14][CH2:15][CH2:16][CH2:17]1. Given the reactants [F:1][C:2]1[CH:3]=[C:4]([N:18]2[CH2:23][CH2:22][NH:21][CH2:20][CH2:19]2)[CH:5]=[CH:6][C:7]=1[O:8][CH2:9][CH2:10][CH2:11][N:12]1[CH2:17][CH2:16][CH2:15][CH2:14][CH2:13]1.C(N(CC)CC)C.[C:31](Cl)(=[O:38])[C:32]1[CH:37]=[CH:36][CH:35]=[CH:34][CH:33]=1, predict the reaction product. (3) Given the reactants [CH:1]12[C:7](=[O:8])[O:6][C:4](=O)[CH:2]1[CH2:3]2.[CH3:9][O:10][C:11]1[CH:19]=[CH:18][C:14]([CH2:15][NH:16][NH2:17])=[CH:13][CH:12]=1, predict the reaction product. The product is: [CH3:9][O:10][C:11]1[CH:19]=[CH:18][C:14]([CH2:15][N:16]2[NH:17][C:4](=[O:6])[CH:2]3[CH:1]([CH2:3]3)[C:7]2=[O:8])=[CH:13][CH:12]=1. (4) Given the reactants Cl.Cl.[CH2:3]([O:5][C:6]1[CH:7]=[C:8]2[C:13](=[C:14]3[CH2:18][C:17]([CH3:20])([CH3:19])[O:16][C:15]=13)[C:12]([C:21]1[CH:22]=[C:23]([NH2:27])[CH:24]=[CH:25][CH:26]=1)=[N:11][C:10]([CH3:29])([CH3:28])[CH2:9]2)[CH3:4].C(N(CC)CC)C.[F:37][C:38]([F:49])([F:48])[C:39](O[C:39](=[O:40])[C:38]([F:49])([F:48])[F:37])=[O:40].O, predict the reaction product. The product is: [CH2:3]([O:5][C:6]1[CH:7]=[C:8]2[C:13](=[C:14]3[CH2:18][C:17]([CH3:20])([CH3:19])[O:16][C:15]=13)[C:12]([C:21]1[CH:22]=[C:23]([NH:27][C:39](=[O:40])[C:38]([F:49])([F:48])[F:37])[CH:24]=[CH:25][CH:26]=1)=[N:11][C:10]([CH3:28])([CH3:29])[CH2:9]2)[CH3:4]. (5) Given the reactants [H-].[Al+3].[Li+].[H-].[H-].[H-].[Cl-].[Al+3].[Cl-].[Cl-].[N:11]1([CH2:18][CH2:19][O:20][C:21]2[CH:49]=[CH:48][C:24]([C:25]([NH:27][C:28]3[CH:33]=[C:32]([O:34][CH3:35])[CH:31]=[CH:30][C:29]=3[CH:36]3[CH2:45][CH2:44][C:43]4[C:38](=[CH:39][CH:40]=[C:41]([O:46][CH3:47])[CH:42]=4)[CH2:37]3)=O)=[CH:23][CH:22]=2)[CH2:17][CH2:16][CH2:15][CH2:14][CH2:13][CH2:12]1.N, predict the reaction product. The product is: [N:11]1([CH2:18][CH2:19][O:20][C:21]2[CH:22]=[CH:23][C:24]([CH2:25][NH:27][C:28]3[CH:33]=[C:32]([O:34][CH3:35])[CH:31]=[CH:30][C:29]=3[CH:36]3[CH2:45][CH2:44][C:43]4[C:38](=[CH:39][CH:40]=[C:41]([O:46][CH3:47])[CH:42]=4)[CH2:37]3)=[CH:48][CH:49]=2)[CH2:17][CH2:16][CH2:15][CH2:14][CH2:13][CH2:12]1. (6) Given the reactants C[O:2][C:3]([C:7]1[CH:12]=[CH:11][N:10]2[C:13]([C:16]3[CH:17]=[CH:18][C:19]([F:30])=[C:20]([C:22]4[C:23]([C:28]#[N:29])=[CH:24][CH:25]=[CH:26][CH:27]=4)[CH:21]=3)=[CH:14][N:15]=[C:9]2[N:8]=1)(OC)[CH3:4].C(=O)([O-])O.[Na+].C(OCC)C, predict the reaction product. The product is: [C:3]([C:7]1[CH:12]=[CH:11][N:10]2[C:13]([C:16]3[CH:17]=[CH:18][C:19]([F:30])=[C:20]([C:22]4[C:23]([C:28]#[N:29])=[CH:24][CH:25]=[CH:26][CH:27]=4)[CH:21]=3)=[CH:14][N:15]=[C:9]2[N:8]=1)(=[O:2])[CH3:4].